Dataset: Catalyst prediction with 721,799 reactions and 888 catalyst types from USPTO. Task: Predict which catalyst facilitates the given reaction. (1) Reactant: [C:1]([O:5][C:6]([N:8]1[CH2:13][CH2:12][CH2:11][CH:10]([C:14]([OH:16])=O)[CH2:9]1)=[O:7])([CH3:4])([CH3:3])[CH3:2].[CH3:17][O:18][CH2:19][CH2:20][CH2:21][CH2:22][C:23]1([CH2:37][NH2:38])[C:36]2[CH:35]=[CH:34][CH:33]=[CH:32][C:31]=2[O:30][C:29]2[C:24]1=[CH:25][CH:26]=[CH:27][CH:28]=2.C(N(CC)CC)C.C([O-])(O)=O.[Na+]. Product: [C:1]([O:5][C:6]([N:8]1[CH2:13][CH2:12][CH2:11][CH:10]([C:14](=[O:16])[NH:38][CH2:37][C:23]2([CH2:22][CH2:21][CH2:20][CH2:19][O:18][CH3:17])[C:36]3[CH:35]=[CH:34][CH:33]=[CH:32][C:31]=3[O:30][C:29]3[C:24]2=[CH:25][CH:26]=[CH:27][CH:28]=3)[CH2:9]1)=[O:7])([CH3:2])([CH3:3])[CH3:4]. The catalyst class is: 759. (2) Reactant: [CH2:1]([N:8]1[CH2:13][CH2:12][O:11][C:10]([CH2:15][CH2:16][OH:17])([CH3:14])[C:9]1=O)[C:2]1[CH:7]=[CH:6][CH:5]=[CH:4][CH:3]=1.C(O)C. Product: [CH2:1]([N:8]1[CH2:13][CH2:12][O:11][C:10]([CH2:15][CH2:16][OH:17])([CH3:14])[CH2:9]1)[C:2]1[CH:3]=[CH:4][CH:5]=[CH:6][CH:7]=1. The catalyst class is: 7. (3) Product: [Br:1][C:2]1[CH:3]=[CH:4][C:5]([C:8]([OH:18])([C:10]([F:11])([F:12])[F:13])[CH2:9][OH:32])=[CH:6][CH:7]=1. The catalyst class is: 771. Reactant: [Br:1][C:2]1[CH:7]=[CH:6][C:5]([C:8]([C:10]([F:13])([F:12])[F:11])=[CH2:9])=[CH:4][CH:3]=1.C[N+]1([O-])CC[O:18]CC1.CC(C)=O.[O-]S([O-])=O.[Na+].[Na+].[OH2:32].